Dataset: TCR-epitope binding with 47,182 pairs between 192 epitopes and 23,139 TCRs. Task: Binary Classification. Given a T-cell receptor sequence (or CDR3 region) and an epitope sequence, predict whether binding occurs between them. (1) The epitope is DATYQRTRALVR. The TCR CDR3 sequence is CASSLDASYNEQFF. Result: 0 (the TCR does not bind to the epitope). (2) The epitope is TSNQVAVLY. The TCR CDR3 sequence is CASSPRDSQPYGYTF. Result: 0 (the TCR does not bind to the epitope). (3) The epitope is LLWNGPMAV. The TCR CDR3 sequence is CATSREEPIQPGEQFF. Result: 0 (the TCR does not bind to the epitope). (4) The epitope is TSDLATNNLVVMAY. The TCR CDR3 sequence is CASEVNTEAFF. Result: 0 (the TCR does not bind to the epitope). (5) The epitope is SLVKPSFYV. The TCR CDR3 sequence is CASSLASRGGALNEQFF. Result: 0 (the TCR does not bind to the epitope). (6) Result: 0 (the TCR does not bind to the epitope). The TCR CDR3 sequence is CASSQVLEVTEAFF. The epitope is TSNQVAVLY.